Dataset: Reaction yield outcomes from USPTO patents with 853,638 reactions. Task: Predict the reaction yield, written as a fraction of the theoretical maximum amount of product (1.0 means a 100% yield; for example, 0.34 means a 34% yield). (1) The reactants are [Cl:1][C:2]1[N:10]=[C:9]2[C:5]([NH:6][CH:7]=[N:8]2)=[C:4]([Cl:11])[N:3]=1.C(=O)([O-])[O-].[K+].[K+].I[CH2:19][CH3:20]. The catalyst is CS(C)=O.C(O)(=O)C. The product is [Cl:1][C:2]1[N:10]=[C:9]2[C:5]([N:6]=[CH:7][N:8]2[CH2:19][CH3:20])=[C:4]([Cl:11])[N:3]=1. The yield is 0.650. (2) The reactants are Br[C:2]1[CH:7]=[CH:6][C:5]([CH2:8][N:9]2[C@@H:14]([CH3:15])[CH2:13][CH2:12][CH:11]([C:16]3[CH:21]=[CH:20][CH:19]=[CH:18][CH:17]=3)[S:10]2(=[O:23])=[O:22])=[C:4]([F:24])[CH:3]=1.Cl.[N:26]1[N:27]=[CH:28][N:29]([CH:31]2[CH2:36][CH2:35][NH:34][CH2:33][CH2:32]2)[CH:30]=1.CN(C)CC(O)=O.C([O-])(=O)CC([O-])=O.C([P+](CCCC)(CCCC)CCCC)CCC.C([P+](CCCC)(CCCC)CCCC)CCC. No catalyst specified. The product is [F:24][C:4]1[CH:3]=[C:2]([N:34]2[CH2:33][CH2:32][CH:31]([N:29]3[CH:30]=[N:26][N:27]=[CH:28]3)[CH2:36][CH2:35]2)[CH:7]=[CH:6][C:5]=1[CH2:8][N:9]1[C@@H:14]([CH3:15])[CH2:13][CH2:12][CH:11]([C:16]2[CH:21]=[CH:20][CH:19]=[CH:18][CH:17]=2)[S:10]1(=[O:23])=[O:22]. The yield is 0.370.